This data is from Peptide-MHC class I binding affinity with 185,985 pairs from IEDB/IMGT. The task is: Regression. Given a peptide amino acid sequence and an MHC pseudo amino acid sequence, predict their binding affinity value. This is MHC class I binding data. (1) The peptide sequence is FTDNNELEF. The MHC is HLA-B48:01 with pseudo-sequence HLA-B48:01. The binding affinity (normalized) is 0.0847. (2) The peptide sequence is IGAGICASY. The MHC is HLA-A30:02 with pseudo-sequence HLA-A30:02. The binding affinity (normalized) is 0.984. (3) The peptide sequence is RFSWLSLLV. The MHC is Patr-A0701 with pseudo-sequence Patr-A0701. The binding affinity (normalized) is 0.766. (4) The MHC is HLA-A68:02 with pseudo-sequence HLA-A68:02. The peptide sequence is ALLSCIRNA. The binding affinity (normalized) is 0. (5) The peptide sequence is DHIPIINTL. The MHC is HLA-A02:12 with pseudo-sequence HLA-A02:12. The binding affinity (normalized) is 0.0847. (6) The peptide sequence is EFFDGGLTF. The MHC is HLA-B15:01 with pseudo-sequence HLA-B15:01. The binding affinity (normalized) is 0.594. (7) The peptide sequence is TGIAIIAYI. The MHC is HLA-A02:19 with pseudo-sequence HLA-A02:19. The binding affinity (normalized) is 0.0847.